From a dataset of Catalyst prediction with 721,799 reactions and 888 catalyst types from USPTO. Predict which catalyst facilitates the given reaction. (1) Reactant: [NH2:1][C:2]1[CH:10]=[CH:9][C:8]([Cl:11])=[CH:7][C:3]=1[C:4]([OH:6])=[O:5].[CH:12](OC)(OC)OC.[N-:19]=[N+:20]=[N-:21].[Na+]. Product: [Cl:11][C:8]1[CH:9]=[CH:10][C:2]([N:1]2[CH:12]=[N:21][N:20]=[N:19]2)=[C:3]([CH:7]=1)[C:4]([OH:6])=[O:5]. The catalyst class is: 15. (2) Reactant: [Br:1][C:2]1[CH:11]=[C:10]2[C:5]([CH:6]=[CH:7][N:8]=[C:9]2[OH:12])=[CH:4][CH:3]=1.[CH2:13](Br)[C:14]1[CH:19]=[CH:18][CH:17]=[CH:16][CH:15]=1. Product: [CH2:13]([O:12][C:9]1[C:10]2[C:5](=[CH:4][CH:3]=[C:2]([Br:1])[CH:11]=2)[CH:6]=[CH:7][N:8]=1)[C:14]1[CH:19]=[CH:18][CH:17]=[CH:16][CH:15]=1. The catalyst class is: 3.